Regression. Given a peptide amino acid sequence and an MHC pseudo amino acid sequence, predict their binding affinity value. This is MHC class I binding data. From a dataset of Peptide-MHC class I binding affinity with 185,985 pairs from IEDB/IMGT. (1) The peptide sequence is CERYGFPAS. The MHC is HLA-B46:01 with pseudo-sequence HLA-B46:01. The binding affinity (normalized) is 0.0847. (2) The peptide sequence is SLLHESTLK. The MHC is HLA-A03:01 with pseudo-sequence HLA-A03:01. The binding affinity (normalized) is 0.703. (3) The peptide sequence is CYPDTGKV. The MHC is Mamu-A01 with pseudo-sequence Mamu-A01. The binding affinity (normalized) is 0. (4) The peptide sequence is RIITILQDIV. The MHC is HLA-A02:06 with pseudo-sequence HLA-A02:06. The binding affinity (normalized) is 0.579. (5) The MHC is Mamu-A2201 with pseudo-sequence Mamu-A2201. The binding affinity (normalized) is 0.0543. The peptide sequence is RGPYRAFVTI. (6) The peptide sequence is HTVGLGQGY. The MHC is HLA-A03:01 with pseudo-sequence HLA-A03:01. The binding affinity (normalized) is 0.0847.